From a dataset of Full USPTO retrosynthesis dataset with 1.9M reactions from patents (1976-2016). Predict the reactants needed to synthesize the given product. (1) Given the product [CH3:1][O:2][C:3]([C:5]1[C:6]2[CH:7]=[N:8][N:9]([CH2:15][CH:16]3[CH2:18][CH2:17]3)[C:10]=2[CH:11]=[CH:12][CH:13]=1)=[O:4], predict the reactants needed to synthesize it. The reactants are: [CH3:1][O:2][C:3]([C:5]1[C:6]2[CH:7]=[N:8][NH:9][C:10]=2[CH:11]=[CH:12][CH:13]=1)=[O:4].Cl[CH2:15][CH:16]1[CH2:18][CH2:17]1. (2) Given the product [Cl:1][C:2]1[N:7]=[C:6]2[C:8]([I:11])=[N:9][N:10]([CH3:12])[C:5]2=[CH:4][CH:3]=1, predict the reactants needed to synthesize it. The reactants are: [Cl:1][C:2]1[N:7]=[C:6]2[C:8]([I:11])=[N:9][NH:10][C:5]2=[CH:4][CH:3]=1.[C:12]([O-])([O-])=O.[Cs+].[Cs+].CI.ClC1C=CC2C(=C(I)N(C)N=2)N=1. (3) Given the product [Cl:1][C:2]1[CH:3]=[C:4]([CH:8]=[CH:9][CH:10]=1)[C:5]([NH:12][CH2:13][C:14]1[CH:21]=[CH:20][C:17]([C:18]#[N:19])=[CH:16][C:15]=1[OH:22])=[O:7], predict the reactants needed to synthesize it. The reactants are: [Cl:1][C:2]1[CH:3]=[C:4]([CH:8]=[CH:9][CH:10]=1)[C:5]([OH:7])=O.Cl.[NH2:12][CH2:13][C:14]1[CH:21]=[CH:20][C:17]([C:18]#[N:19])=[CH:16][C:15]=1[OH:22].